From a dataset of Full USPTO retrosynthesis dataset with 1.9M reactions from patents (1976-2016). Predict the reactants needed to synthesize the given product. (1) The reactants are: [C:1](=O)([O-])[O-].[Cs+].[Cs+].[CH2:7]([C:9]1[CH:14]=[CH:13][C:12]([OH:15])=[C:11]([C:16]2[N:17]=[CH:18][S:19][CH:20]=2)[CH:10]=1)[CH3:8].[CH3:21][O:22][C:23](=[O:42])[CH2:24][CH2:25][C:26]1[CH:31]=[CH:30][C:29]([O:32][CH2:33][CH2:34][C@@H:35](OS(C)(=O)=O)[CH3:36])=[CH:28][CH:27]=1. Given the product [CH3:21][O:22][C:23](=[O:42])[CH2:24][CH2:25][C:26]1[CH:31]=[CH:30][C:29]([O:32][CH2:33][CH2:34][C@@H:35]([O:15][C:12]2[CH:13]=[CH:14][C:9]([CH2:7][CH3:8])=[CH:10][C:11]=2[C:16]2[N:17]=[CH:18][S:19][CH:20]=2)[CH3:36])=[CH:28][C:27]=1[CH3:1], predict the reactants needed to synthesize it. (2) The reactants are: [NH2:1][C:2]1[CH:7]=[CH:6][C:5]([Br:8])=[CH:4][C:3]=1[NH:9][C:10]1[CH:17]=[CH:16][C:13]([C:14]#[N:15])=[CH:12][CH:11]=1.[CH2:18](OC(OCC)OCC)C. Given the product [Br:8][C:5]1[CH:6]=[CH:7][C:2]2[N:1]=[CH:18][N:9]([C:10]3[CH:17]=[CH:16][C:13]([C:14]#[N:15])=[CH:12][CH:11]=3)[C:3]=2[CH:4]=1, predict the reactants needed to synthesize it.